This data is from Catalyst prediction with 721,799 reactions and 888 catalyst types from USPTO. The task is: Predict which catalyst facilitates the given reaction. Reactant: [Cl:1][C:2]1[CH:7]=[CH:6][C:5]([C@@H:8]([O:11][Si:12]([CH2:17][CH3:18])([CH2:15][CH3:16])[CH2:13][CH3:14])[CH2:9]I)=[CH:4][C:3]=1[NH:19][S:20]([CH3:23])(=[O:22])=[O:21].[CH2:24]([NH:31][CH2:32][CH2:33][OH:34])[C:25]1[CH:30]=[CH:29][CH:28]=[CH:27][CH:26]=1.C1(C)C=CC=CC=1. Product: [CH2:24]([N:31]([CH2:32][CH2:33][OH:34])[CH2:9][C@@H:8]([C:5]1[CH:6]=[CH:7][C:2]([Cl:1])=[C:3]([NH:19][S:20]([CH3:23])(=[O:22])=[O:21])[CH:4]=1)[O:11][Si:12]([CH2:17][CH3:18])([CH2:15][CH3:16])[CH2:13][CH3:14])[C:25]1[CH:30]=[CH:29][CH:28]=[CH:27][CH:26]=1. The catalyst class is: 28.